Dataset: Full USPTO retrosynthesis dataset with 1.9M reactions from patents (1976-2016). Task: Predict the reactants needed to synthesize the given product. The reactants are: C([N:8]([CH2:25][C@@H:26]1[CH2:30][C@@H:29]([O:31][Si:32]([C:35]([CH3:38])([CH3:37])[CH3:36])([CH3:34])[CH3:33])[CH2:28][N:27]1C([O-])=O)[CH2:9][C:10](=O)[CH:11](C1C=CC=CC=1)[C:12]1[CH:17]=[CH:16][CH:15]=[CH:14][CH:13]=1)C1C=CC=CC=1.[C:42](O)(=O)[CH3:43]. Given the product [CH:11]([CH:10]1[N:27]2[CH2:28][C@H:29]([O:31][Si:32]([C:35]([CH3:38])([CH3:37])[CH3:36])([CH3:34])[CH3:33])[CH2:30][C@H:26]2[CH2:25][NH:8][CH2:9]1)([C:12]1[CH:13]=[CH:14][CH:15]=[CH:16][CH:17]=1)[C:43]1[CH:42]=[CH:12][CH:11]=[CH:10][CH:9]=1, predict the reactants needed to synthesize it.